Dataset: Retrosynthesis with 50K atom-mapped reactions and 10 reaction types from USPTO. Task: Predict the reactants needed to synthesize the given product. (1) The reactants are: CCCCC(CC)Cc1cccs1.CCCC[Sn](Cl)(CCCC)CCCC. Given the product CCCCC(CC)Cc1ccc([Sn](CCCC)(CCCC)CCCC)s1, predict the reactants needed to synthesize it. (2) Given the product O=C(C=Cc1ccccc1)N1CCC(C2c3ccccc3C=Cc3ccccc32)CC1, predict the reactants needed to synthesize it. The reactants are: C1=Cc2ccccc2C(C2CCNCC2)c2ccccc21.O=C(Cl)C=Cc1ccccc1. (3) Given the product N#CCN1CCN(CCc2ccccc2)CC1, predict the reactants needed to synthesize it. The reactants are: N#CCBr.c1ccc(CCN2CCNCC2)cc1. (4) The reactants are: C1COCCN1.CC(C)CN(C(=O)c1cnc(C(C)(C)C)nc1NCc1ncco1)[C@H]1C[C@@H](C(=O)O)CN(C(=O)OC(C)(C)C)C1. Given the product CC(C)CN(C(=O)c1cnc(C(C)(C)C)nc1NCc1ncco1)[C@H]1C[C@@H](C(=O)N2CCOCC2)CN(C(=O)OC(C)(C)C)C1, predict the reactants needed to synthesize it.